This data is from Forward reaction prediction with 1.9M reactions from USPTO patents (1976-2016). The task is: Predict the product of the given reaction. Given the reactants Cl[C:2]1[C:7]2[O:8][CH2:9][CH2:10][NH:11][C:6]=2[N:5]=[CH:4][N:3]=1.[F:12][C:13]([F:18])([F:17])[C:14]([OH:16])=[O:15].[N:19]1([CH2:23][CH2:24][N:25]2[CH:29]=[C:28]([C:30]3[CH:35]=[CH:34][C:33]([F:36])=[C:32]([C:37]([F:40])([F:39])[F:38])[CH:31]=3)[N:27]=[C:26]2[CH:41]2[CH2:46][CH2:45][NH:44][CH2:43][CH2:42]2)[CH2:22][CH2:21][CH2:20]1.C(=O)([O-])[O-].[Cs+].[Cs+], predict the reaction product. The product is: [N:19]1([CH2:23][CH2:24][N:25]2[CH:29]=[C:28]([C:30]3[CH:35]=[CH:34][C:33]([F:36])=[C:32]([C:37]([F:40])([F:38])[F:39])[CH:31]=3)[N:27]=[C:26]2[CH:41]2[CH2:42][CH2:43][N:44]([C:2]3[C:7]4[O:8][CH2:9][CH2:10][NH:11][C:6]=4[N:5]=[CH:4][N:3]=3)[CH2:45][CH2:46]2)[CH2:20][CH2:21][CH2:22]1.[C:14]([OH:16])([C:13]([F:18])([F:17])[F:12])=[O:15].